From a dataset of NCI-60 drug combinations with 297,098 pairs across 59 cell lines. Regression. Given two drug SMILES strings and cell line genomic features, predict the synergy score measuring deviation from expected non-interaction effect. (1) Drug 1: C1CCN(CC1)CCOC2=CC=C(C=C2)C(=O)C3=C(SC4=C3C=CC(=C4)O)C5=CC=C(C=C5)O. Drug 2: C1C(C(OC1N2C=NC(=NC2=O)N)CO)O. Cell line: NCI-H226. Synergy scores: CSS=-7.60, Synergy_ZIP=3.75, Synergy_Bliss=-0.252, Synergy_Loewe=-9.29, Synergy_HSA=-7.22. (2) Drug 1: C1=NC2=C(N1)C(=S)N=C(N2)N. Drug 2: C1=CN(C(=O)N=C1N)C2C(C(C(O2)CO)O)O.Cl. Cell line: SK-MEL-2. Synergy scores: CSS=32.0, Synergy_ZIP=-7.98, Synergy_Bliss=-2.60, Synergy_Loewe=-1.39, Synergy_HSA=-0.758. (3) Drug 1: C1=NC2=C(N=C(N=C2N1C3C(C(C(O3)CO)O)F)Cl)N. Drug 2: C1CN(CCN1C(=O)CCBr)C(=O)CCBr. Cell line: HOP-92. Synergy scores: CSS=11.3, Synergy_ZIP=-5.62, Synergy_Bliss=-1.24, Synergy_Loewe=-1.49, Synergy_HSA=-1.13. (4) Drug 1: C1=CC(=CC=C1CCCC(=O)O)N(CCCl)CCCl. Drug 2: C1=NC2=C(N1)C(=S)N=CN2. Cell line: SF-539. Synergy scores: CSS=14.3, Synergy_ZIP=-14.9, Synergy_Bliss=-25.2, Synergy_Loewe=-26.4, Synergy_HSA=-21.1.